This data is from Full USPTO retrosynthesis dataset with 1.9M reactions from patents (1976-2016). The task is: Predict the reactants needed to synthesize the given product. Given the product [OH:15][CH:14]([C:16]1[N:17]=[N:18][N:19]([CH2:21][C:22]2[CH:27]=[CH:26][CH:25]=[C:24]([C:28]([F:31])([F:30])[F:29])[CH:23]=2)[CH:20]=1)[C:9]1[C:10]([CH3:13])=[N:11][O:12][C:8]=1[C:5]1[CH:6]=[CH:7][C:2]([C:40]2[CH:41]=[CH:42][C:43]([C:46]3([C:49]([NH:51][S:52]([CH3:55])(=[O:54])=[O:53])=[O:50])[CH2:48][CH2:47]3)=[CH:44][CH:45]=2)=[CH:3][CH:4]=1, predict the reactants needed to synthesize it. The reactants are: Br[C:2]1[CH:7]=[CH:6][C:5]([C:8]2[O:12][N:11]=[C:10]([CH3:13])[C:9]=2[CH:14]([C:16]2[N:17]=[N:18][N:19]([CH2:21][C:22]3[CH:27]=[CH:26][CH:25]=[C:24]([C:28]([F:31])([F:30])[F:29])[CH:23]=3)[CH:20]=2)[OH:15])=[CH:4][CH:3]=1.CC1(C)C(C)(C)OB([C:40]2[CH:45]=[CH:44][C:43]([C:46]3([C:49]([NH:51][S:52]([CH3:55])(=[O:54])=[O:53])=[O:50])[CH2:48][CH2:47]3)=[CH:42][CH:41]=2)O1.